Dataset: Full USPTO retrosynthesis dataset with 1.9M reactions from patents (1976-2016). Task: Predict the reactants needed to synthesize the given product. (1) The reactants are: [NH2:1][C:2]1[CH:16]=[CH:15][CH:14]=[CH:13][C:3]=1[CH2:4][NH:5][CH:6]1[CH2:10][C:9](=[O:11])[NH:8][C:7]1=[O:12].[C:17](N1C=CN=C1)(N1C=CN=C1)=[O:18]. Given the product [O:18]=[C:17]1[N:5]([CH:6]2[CH2:10][C:9](=[O:11])[NH:8][C:7]2=[O:12])[CH2:4][C:3]2[C:2](=[CH:16][CH:15]=[CH:14][CH:13]=2)[NH:1]1, predict the reactants needed to synthesize it. (2) Given the product [CH3:7][O:8][C:9]1[CH:17]=[CH:16][CH:15]=[C:14]([C:18]([F:19])([F:21])[F:20])[C:1]=1[C:2]([Cl:4])=[O:3], predict the reactants needed to synthesize it. The reactants are: [C:1](Cl)(=O)[C:2]([Cl:4])=[O:3].[CH3:7][O:8][C:9]1[CH:17]=[CH:16][CH:15]=[C:14]([C:18]([F:21])([F:20])[F:19])C=1C(O)=O.CN(C)C=O. (3) Given the product [CH3:19][C:18](=[CH:17][CH2:16][CH2:5][C:6]1[NH:7][C:8]2[C:13]([CH:14]=1)=[CH:12][CH:11]=[CH:10][CH:9]=2)[CH3:20], predict the reactants needed to synthesize it. The reactants are: CC(C[CH2:5][C:6]1[NH:7][C:8]2[C:13]([CH:14]=1)=[CH:12][CH:11]=[CH:10][CH:9]=2)=C.Br[CH2:16][CH:17]=[C:18]([CH3:20])[CH3:19]. (4) Given the product [CH:4]1([O:7][C:8]2[CH:9]=[C:10]([CH:11]=[CH:12][C:13]=2[O:14][CH:15]([F:16])[F:17])[CH2:18][OH:19])[CH2:5][CH2:6]1, predict the reactants needed to synthesize it. The reactants are: [SiH3]O[SiH3].[CH:4]1([O:7][C:8]2[CH:9]=[C:10]([CH2:18][O:19][Si](C(C)C)(C(C)C)C(C)C)[CH:11]=[CH:12][C:13]=2[O:14][CH:15]([F:17])[F:16])[CH2:6][CH2:5]1.CCCC[N+](CCCC)(CCCC)CCCC.[F-]. (5) Given the product [F:26][C:2]([F:1])([F:25])[C:3]1[CH:4]=[CH:5][C:6]([O:9][CH:10]2[CH:15]3[CH2:16][CH2:17][CH:12]([CH2:13][NH:14]3)[CH2:11]2)=[N:7][CH:8]=1, predict the reactants needed to synthesize it. The reactants are: [F:1][C:2]([F:26])([F:25])[C:3]1[CH:4]=[CH:5][C:6]([O:9][CH:10]2[CH:15]3[CH2:16][CH2:17][CH:12]([CH2:13][N:14]3C(OC(C)(C)C)=O)[CH2:11]2)=[N:7][CH:8]=1.Cl. (6) Given the product [O:1]1[C:10]2[C:5](=[CH:6][C:7]([CH:11]=[C:15]([C:14](=[O:13])[CH3:20])[C:16]([O:18][CH3:19])=[O:17])=[CH:8][CH:9]=2)[CH2:4][CH2:3][CH2:2]1, predict the reactants needed to synthesize it. The reactants are: [O:1]1[C:10]2[C:5](=[CH:6][C:7]([CH:11]=O)=[CH:8][CH:9]=2)[CH2:4][CH2:3][CH2:2]1.[O:13]=[C:14]([CH3:20])[CH2:15][C:16]([O:18][CH3:19])=[O:17].N1CCCCC1.CC(O)=O. (7) Given the product [CH3:37][C:9]1[CH:10]=[C:11]([C:14]2[C:22]3[C:21]([NH2:59])=[N:20][CH:19]=[N:18][C:17]=3[N:16]([C@H:24]3[CH2:29][CH2:28][C@H:27]([N:30]4[CH2:31][CH2:32][N:33]([CH3:36])[CH2:34][CH2:35]4)[CH2:26][CH2:25]3)[CH:15]=2)[CH:12]=[CH:13][C:8]=1[O:7][C:1]1[CH:6]=[CH:5][CH:4]=[CH:3][CH:2]=1, predict the reactants needed to synthesize it. The reactants are: [C:1]1([O:7][C:8]2[CH:13]=[CH:12][C:11]([C:14]3[C:22]4[C:21](Cl)=[N:20][CH:19]=[N:18][C:17]=4[N:16]([C@H:24]4[CH2:29][CH2:28][C@H:27]([N:30]5[CH2:35][CH2:34][N:33]([CH3:36])[CH2:32][CH2:31]5)[CH2:26][CH2:25]4)[CH:15]=3)=[CH:10][C:9]=2[CH3:37])[CH:6]=[CH:5][CH:4]=[CH:3][CH:2]=1.C(O)(=O)C.COC1C=C(C2C3C(N)=NC=NC=3[N:59]([C@H]3CC[C@H](N4CCN(C)CC4)CC3)C=2)C=CC=1OC1C=CC=CC=1.CO[C@@H]1[C@@H](C(OC)=O)[C@@H]2[C@@H](CN3[C@H](C2)C2NC4C=C(OC)C=CC=4C=2CC3)C[C@H]1OC(C1C=C(OC)C(OC)=C(OC)C=1)=O. (8) The reactants are: [CH2:1]([N:3]([CH3:26])[C:4]([C:6]1[CH:10]=[C:9]([C:11]2[CH:16]=[CH:15][C:14]([CH2:17][NH2:18])=[CH:13][N:12]=2)[N:8]([C:19]2[CH:20]=[N:21][C:22]([CH3:25])=[CH:23][CH:24]=2)[N:7]=1)=[O:5])[CH3:2].[CH:27]1([C:32](Cl)=[O:33])[CH2:31][CH2:30][CH2:29][CH2:28]1. Given the product [CH2:1]([N:3]([CH3:26])[C:4]([C:6]1[CH:10]=[C:9]([C:11]2[CH:16]=[CH:15][C:14]([CH2:17][NH:18][C:32]([CH:27]3[CH2:31][CH2:30][CH2:29][CH2:28]3)=[O:33])=[CH:13][N:12]=2)[N:8]([C:19]2[CH:20]=[N:21][C:22]([CH3:25])=[CH:23][CH:24]=2)[N:7]=1)=[O:5])[CH3:2], predict the reactants needed to synthesize it. (9) Given the product [CH3:35][C:29]1[C:30]([CH3:34])=[CH:31][CH:32]=[CH:33][C:28]=1[N:24]1[C:25](=[O:26])[C:15]2=[N:14][N:13]([CH2:12][C:9]3[CH:10]=[N:11][C:6]([C:4]4[N:3]=[CH:2][S:1][CH:5]=4)=[CH:7][CH:8]=3)[C:22]3[CH:21]=[CH:20][CH:19]=[CH:18][C:17]=3[C:16]2=[N:23]1, predict the reactants needed to synthesize it. The reactants are: [S:1]1[CH:5]=[C:4]([C:6]2[N:11]=[CH:10][C:9]([CH2:12][N:13]3[C:22]4[CH:21]=[CH:20][CH:19]=[CH:18][C:17]=4[C:16]4=[N:23][NH:24][C:25](=[O:26])[C:15]4=[N:14]3)=[CH:8][CH:7]=2)[N:3]=[CH:2]1.I[C:28]1[CH:33]=[CH:32][CH:31]=[C:30]([CH3:34])[C:29]=1[CH3:35].CN[C@@H]1CCCC[C@H]1NC.P([O-])([O-])([O-])=O.[K+].[K+].[K+].